Dataset: Forward reaction prediction with 1.9M reactions from USPTO patents (1976-2016). Task: Predict the product of the given reaction. (1) Given the reactants Br[C:2]1[CH:10]=[C:9]2[C:5]([C:6]([CH2:16][CH2:17][C:18]([O:20][CH2:21][CH3:22])=[O:19])=[C:7]([C:11]([O:13][CH2:14][CH3:15])=[O:12])[NH:8]2)=[CH:4][CH:3]=1.[C:23]1(B(O)O)[CH:28]=[CH:27][CH:26]=[CH:25][CH:24]=1.O.O.O.P([O-])([O-])([O-])=O.[K+].[K+].[K+], predict the reaction product. The product is: [C:23]1([C:2]2[CH:10]=[C:9]3[C:5]([C:6]([CH2:16][CH2:17][C:18]([O:20][CH2:21][CH3:22])=[O:19])=[C:7]([C:11]([O:13][CH2:14][CH3:15])=[O:12])[NH:8]3)=[CH:4][CH:3]=2)[CH:28]=[CH:27][CH:26]=[CH:25][CH:24]=1. (2) The product is: [NH2:10][CH2:11][C@H:12]1[CH2:13][CH2:14][C@H:15]([C:18]2[N:22]3[CH:23]=[CH:24][N:25]=[C:26]([NH2:27])[C:21]3=[C:20]([C:28]3[CH:33]=[CH:32][C:31]([O:34][C:35]4[CH:40]=[CH:39][CH:38]=[CH:37][CH:36]=4)=[C:30]([O:41][CH3:42])[CH:29]=3)[N:19]=2)[CH2:16][CH2:17]1. Given the reactants C(OC(=O)[NH:10][CH2:11][C@H:12]1[CH2:17][CH2:16][C@H:15]([C:18]2[N:22]3[CH:23]=[CH:24][N:25]=[C:26]([NH2:27])[C:21]3=[C:20]([C:28]3[CH:33]=[CH:32][C:31]([O:34][C:35]4[CH:40]=[CH:39][CH:38]=[CH:37][CH:36]=4)=[C:30]([O:41][CH3:42])[CH:29]=3)[N:19]=2)[CH2:14][CH2:13]1)C1C=CC=CC=1.O, predict the reaction product.